The task is: Regression. Given two drug SMILES strings and cell line genomic features, predict the synergy score measuring deviation from expected non-interaction effect.. This data is from NCI-60 drug combinations with 297,098 pairs across 59 cell lines. (1) Synergy scores: CSS=9.89, Synergy_ZIP=5.17, Synergy_Bliss=12.0, Synergy_Loewe=5.05, Synergy_HSA=6.70. Drug 1: C1CN(CCN1C(=O)CCBr)C(=O)CCBr. Cell line: OVCAR-5. Drug 2: CC(C)NC(=O)C1=CC=C(C=C1)CNNC.Cl. (2) Drug 1: CCC1(CC2CC(C3=C(CCN(C2)C1)C4=CC=CC=C4N3)(C5=C(C=C6C(=C5)C78CCN9C7C(C=CC9)(C(C(C8N6C=O)(C(=O)OC)O)OC(=O)C)CC)OC)C(=O)OC)O.OS(=O)(=O)O. Drug 2: C(CC(=O)O)C(=O)CN.Cl. Cell line: PC-3. Synergy scores: CSS=7.23, Synergy_ZIP=-3.63, Synergy_Bliss=-0.361, Synergy_Loewe=0.122, Synergy_HSA=-0.636. (3) Drug 1: CC12CCC3C(C1CCC2=O)CC(=C)C4=CC(=O)C=CC34C. Drug 2: C1=NC(=NC(=O)N1C2C(C(C(O2)CO)O)O)N. Cell line: A498. Synergy scores: CSS=14.2, Synergy_ZIP=1.31, Synergy_Bliss=2.63, Synergy_Loewe=1.73, Synergy_HSA=2.91.